This data is from Forward reaction prediction with 1.9M reactions from USPTO patents (1976-2016). The task is: Predict the product of the given reaction. Given the reactants [CH3:1][C:2]1[N:6]([CH2:7][C:8]2[CH:13]=[CH:12][CH:11]=[CH:10][CH:9]=2)[C:5]2[CH:14]=[C:15]([N:21]3[CH2:26][CH2:25][O:24][CH2:23][CH2:22]3)[CH:16]=[C:17]([N+:18]([O-])=O)[C:4]=2[N:3]=1, predict the reaction product. The product is: [CH3:1][C:2]1[N:6]([CH2:7][C:8]2[CH:13]=[CH:12][CH:11]=[CH:10][CH:9]=2)[C:5]2[CH:14]=[C:15]([N:21]3[CH2:26][CH2:25][O:24][CH2:23][CH2:22]3)[CH:16]=[C:17]([NH2:18])[C:4]=2[N:3]=1.